This data is from Full USPTO retrosynthesis dataset with 1.9M reactions from patents (1976-2016). The task is: Predict the reactants needed to synthesize the given product. (1) Given the product [CH:54]1([CH2:49][NH:30][C:29]([C:26]2[CH:27]=[C:28]3[C:23](=[CH:24][CH:25]=2)[NH:22][N:21]=[C:20]3[C:15]2[CH:14]=[CH:13][C:12]3[C:17](=[CH:18][CH:19]=[C:10]([O:9][CH2:8][CH:4]4[CH2:5][CH2:6][CH2:7][N:3]4[CH2:1][CH3:2])[CH:11]=3)[CH:16]=2)=[O:64])[CH2:52][CH2:53]1, predict the reactants needed to synthesize it. The reactants are: [CH2:1]([N:3]1[CH2:7][CH2:6][CH2:5][CH:4]1[CH2:8][O:9][C:10]1[CH:11]=[C:12]2[C:17](=[CH:18][CH:19]=1)[CH:16]=[C:15]([C:20]1[C:28]3[C:23](=[CH:24][CH:25]=[C:26]([C:29]#[N:30])[CH:27]=3)[N:22](C3CCCCO3)[N:21]=1)[CH:14]=[CH:13]2)[CH3:2].[OH-].[K+].F[P-](F)(F)(F)(F)F.N1(OC(N(C)C)=[N+](C)C)C2C=[CH:52][CH:53]=[CH:54][C:49]=2N=N1.O.[OH:64]N1C2C=CC=CC=2N=N1.C(N(CC)CC)C.CN(C)CCN. (2) Given the product [OH:46][CH2:45][C:42]1([N:37]2[CH2:36][C:35]3([CH2:34][CH2:33][N:32]([S:29]([C:26]4[CH:27]=[CH:28][C:23]([C:8]5[CH:7]=[C:6]6[C:11]([CH:12]=[C:3]([O:2][CH3:1])[CH:4]=[N:5]6)=[CH:10][CH:9]=5)=[CH:24][CH:25]=4)(=[O:30])=[O:31])[CH2:48][CH2:47]3)[O:40][CH2:39][C:38]2=[O:41])[CH2:43][CH2:44]1, predict the reactants needed to synthesize it. The reactants are: [CH3:1][O:2][C:3]1[CH:4]=[N:5][C:6]2[C:11]([CH:12]=1)=[CH:10][CH:9]=[C:8](B1OC(C)(C)C(C)(C)O1)[CH:7]=2.Br[C:23]1[CH:28]=[CH:27][C:26]([S:29]([N:32]2[CH2:48][CH2:47][C:35]3([O:40][CH2:39][C:38](=[O:41])[N:37]([C:42]4([CH2:45][OH:46])[CH2:44][CH2:43]4)[CH2:36]3)[CH2:34][CH2:33]2)(=[O:31])=[O:30])=[CH:25][CH:24]=1.C(=O)([O-])[O-].[K+].[K+]. (3) Given the product [N:16]1[CH:15]=[CH:14][C:13]([C:10](=[N:11][OH:12])[CH2:9][CH:8]([C:5]2[CH:6]=[CH:7][C:2]([C:30]3[CH:31]=[N:26][CH:27]=[N:28][CH:29]=3)=[CH:3][CH:4]=2)[C:19]2[CH:24]=[CH:23][CH:22]=[CH:21][C:20]=2[CH3:25])=[CH:18][CH:17]=1, predict the reactants needed to synthesize it. The reactants are: Br[C:2]1[CH:7]=[CH:6][C:5]([CH:8]([C:19]2[CH:24]=[CH:23][CH:22]=[CH:21][C:20]=2[CH3:25])[CH2:9][C:10]([C:13]2[CH:18]=[CH:17][N:16]=[CH:15][CH:14]=2)=[N:11][OH:12])=[CH:4][CH:3]=1.[N:26]1[CH:31]=[C:30](B(O)O)[CH:29]=[N:28][CH:27]=1. (4) Given the product [F:25][C:26]1[CH:33]=[CH:32][C:29]([CH2:30][NH:31][C:22]([C:10]2[N:11]=[C:12]3[N:18]([CH:19]([CH3:21])[CH3:20])[CH2:17][CH2:16][N:13]3[C:14](=[O:15])[C:9]=2[O:8][CH2:1][C:2]2[CH:3]=[CH:4][CH:5]=[CH:6][CH:7]=2)=[O:24])=[CH:28][CH:27]=1, predict the reactants needed to synthesize it. The reactants are: [CH2:1]([O:8][C:9]1[C:14](=[O:15])[N:13]2[CH2:16][CH2:17][N:18]([CH:19]([CH3:21])[CH3:20])[C:12]2=[N:11][C:10]=1[C:22]([OH:24])=O)[C:2]1[CH:7]=[CH:6][CH:5]=[CH:4][CH:3]=1.[F:25][C:26]1[CH:33]=[CH:32][C:29]([CH2:30][NH2:31])=[CH:28][CH:27]=1. (5) Given the product [CH3:1][O:2][C:3](=[O:17])[C:4]1[CH:9]=[CH:8][C:7]([I:23])=[CH:6][C:5]=1[C:11]1[CH:16]=[CH:15][CH:14]=[CH:13][CH:12]=1, predict the reactants needed to synthesize it. The reactants are: [CH3:1][O:2][C:3](=[O:17])[C:4]1[CH:9]=[CH:8][C:7](N)=[CH:6][C:5]=1[C:11]1[CH:16]=[CH:15][CH:14]=[CH:13][CH:12]=1.N([O-])=O.[Na+].O.[I-:23].[K+].